Task: Predict the reactants needed to synthesize the given product.. Dataset: Full USPTO retrosynthesis dataset with 1.9M reactions from patents (1976-2016) (1) Given the product [C:1]([O:4][CH2:5][CH2:6][CH2:7][CH2:8][O:9][C:10]1[C:11]([Cl:18])=[CH:12][C:13]([O:17][CH2:22][CH:21]=[C:20]([Cl:24])[Cl:19])=[CH:14][C:15]=1[Cl:16])(=[O:3])[CH3:2], predict the reactants needed to synthesize it. The reactants are: [C:1]([O:4][CH2:5][CH2:6][CH2:7][CH2:8][O:9][C:10]1[C:15]([Cl:16])=[CH:14][C:13]([OH:17])=[CH:12][C:11]=1[Cl:18])(=[O:3])[CH3:2].[Cl:19][C:20](Cl)([Cl:24])[CH2:21][CH2:22]Cl.C(=O)([O-])[O-].[K+].[K+]. (2) Given the product [Cl:50][C:6]1[CH:7]=[C:8]([C:11]2[CH:16]=[C:15]([Cl:17])[C:14]([CH2:18][C@@H:19]3[CH2:23][CH2:22][N:21]([C@H:24]4[CH2:29][CH2:28][C@@H:27]([O:30][Si:31]([CH:38]([CH3:40])[CH3:39])([CH:32]([CH3:33])[CH3:34])[CH:35]([CH3:36])[CH3:37])[CH2:26][CH2:25]4)[C:20]3=[O:41])=[CH:13][CH:12]=2)[CH:9]=[CH:10][C:5]=1[C:3]([OH:2])=[O:4], predict the reactants needed to synthesize it. The reactants are: C[O:2][C:3]([C:5]1[CH:10]=[CH:9][C:8]([C:11]2[CH:16]=[C:15]([Cl:17])[C:14]([CH2:18][C@@H:19]3[CH2:23][CH2:22][N:21]([C@H:24]4[CH2:29][CH2:28][C@@H:27]([O:30][Si:31]([CH:38]([CH3:40])[CH3:39])([CH:35]([CH3:37])[CH3:36])[CH:32]([CH3:34])[CH3:33])[CH2:26][CH2:25]4)[C:20]3=[O:41])=[C:13](Cl)[CH:12]=2)=[CH:7][CH:6]=1)=[O:4].C1COCC1.[OH-].[Li+].[ClH:50]. (3) Given the product [NH2:22][C:20]1[C:19]2[N:18]=[CH:17][C:16]([CH2:33][CH2:34][C:35]3[CH:40]=[CH:39][C:38]([O:41][CH2:42][CH2:43][CH3:44])=[CH:37][CH:36]=3)=[CH:15][C:14]=2[C:13]2[CH:24]=[CH:25][C:10]([CH2:9][OH:8])=[CH:11][C:12]=2[N:21]=1, predict the reactants needed to synthesize it. The reactants are: [Si]([O:8][CH2:9][C:10]1[CH:25]=[CH:24][C:13]2=[C:14]3[C:19](=[C:20]([NH2:22])[N:21]=[C:12]2[CH:11]=1)[N:18]=[C:17](Cl)[CH:16]=[CH:15]3)(C(C)(C)C)(C)C.ClC1C(C#N)=NC=C([CH2:33][CH2:34][C:35]2[CH:40]=[CH:39][C:38]([O:41][CH2:42][CH2:43][CH3:44])=[CH:37][CH:36]=2)C=1.